Dataset: Catalyst prediction with 721,799 reactions and 888 catalyst types from USPTO. Task: Predict which catalyst facilitates the given reaction. Reactant: [OH2:1].[Na].[O:3]=[Al-:4]=O.[Na+:6].[O-:7][Si:8]([O-])=O.[Na+].[Na+]. Product: [OH2:3].[O-2:7].[O-2:1].[O-2:3].[O-2:3].[O-2:3].[O-2:3].[Na+:6].[Na+:6].[Al+3:4].[Al+3:4].[Si+4:8]. The catalyst class is: 6.